Dataset: Full USPTO retrosynthesis dataset with 1.9M reactions from patents (1976-2016). Task: Predict the reactants needed to synthesize the given product. (1) Given the product [ClH:19].[CH2:7]([O:9][C:10]1[CH:17]=[CH:16][CH:15]=[CH:14][C:11]=1[C:12]([NH2:2])=[NH:13])[CH3:8], predict the reactants needed to synthesize it. The reactants are: [Cl-].[NH4+:2].C[Al](C)C.[CH2:7]([O:9][C:10]1[CH:17]=[CH:16][CH:15]=[CH:14][C:11]=1[C:12]#[N:13])[CH3:8].C(Cl)(Cl)[Cl:19]. (2) Given the product [C:1]([O:5][C:6]([N:8]1[CH2:9][CH2:10][CH:11]([CH2:14][CH2:15][C:16](=[O:23])[C:17]2[CH:18]=[N:19][CH:20]=[CH:21][CH:22]=2)[CH2:12][CH2:13]1)=[O:7])([CH3:4])([CH3:2])[CH3:3], predict the reactants needed to synthesize it. The reactants are: [C:1]([O:5][C:6]([N:8]1[CH2:13][CH2:12][CH:11]([CH:14]=[CH:15][C:16](=[O:23])[C:17]2[CH:18]=[N:19][CH:20]=[CH:21][CH:22]=2)[CH2:10][CH2:9]1)=[O:7])([CH3:4])([CH3:3])[CH3:2]. (3) Given the product [ClH:1].[CH2:2]([O:9][C:10](=[O:14])[C@@H:11]([NH:13][CH2:15][CH3:16])[CH3:12])[C:3]1[CH:8]=[CH:7][CH:6]=[CH:5][CH:4]=1, predict the reactants needed to synthesize it. The reactants are: [ClH:1].[CH2:2]([O:9][C:10](=[O:14])[C@@H:11]([NH2:13])[CH3:12])[C:3]1[CH:8]=[CH:7][CH:6]=[CH:5][CH:4]=1.[CH:15](N(CC)C(C)C)(C)[CH3:16].C(=O)C.[BH4-].[Na+]. (4) Given the product [CH2:13]([NH:12][CH2:18][CH2:17][CH2:16][CH2:15][CH2:14][CH2:13][NH:12][CH2:22][CH2:23][CH2:24][CH2:25][CH3:26])[CH2:14][CH2:15][CH2:16][CH3:17], predict the reactants needed to synthesize it. The reactants are: [H-].[Al+3].[Li+].[H-].[H-].[H-].C([N:12]([CH2:22][CH2:23][CH2:24][CH2:25][CH3:26])[C:13](=O)[CH2:14][CH2:15][CH2:16][CH2:17][C:18](O)=O)CCCC. (5) Given the product [CH:42]1[C:43]2[CH:31]([CH2:30][O:29][C:27](=[O:28])[NH:26][C@H:22]([C:23](=[O:25])[NH:11][C:7]3[CH:8]=[C:9]4[C:4](=[CH:5][CH:6]=3)[NH:3][C:2]([CH3:1])=[CH:10]4)[CH2:21][CH2:20][NH:19][C:17](=[O:16])[CH2:49][NH2:51])[C:32]3[C:37](=[CH:36][CH:35]=[CH:34][CH:33]=3)[C:38]=2[CH:39]=[CH:40][CH:41]=1, predict the reactants needed to synthesize it. The reactants are: [CH3:1][C:2]1[NH:3][C:4]2[C:9]([CH:10]=1)=[CH:8][C:7]([NH2:11])=[CH:6][CH:5]=2.C([O:16][C:17]([NH:19][CH2:20][CH2:21][C@H:22]([NH:26][C:27]([O:29][CH2:30][CH:31]1[C:43]2[CH:42]=[CH:41][CH:40]=[CH:39][C:38]=2[C:37]2[C:32]1=[CH:33][CH:34]=[CH:35][CH:36]=2)=[O:28])[C:23]([OH:25])=O)=O)(C)(C)C.C(O[C:49]([NH:51]CC(O)=O)=O)(C)(C)C. (6) Given the product [CH2:1]([C:5]1[N:9]([C:10]2[CH:11]=[CH:12][CH:13]=[CH:14][CH:15]=2)[N:8]=[C:7]([C:16]([O:18][CH2:19][CH3:20])=[O:17])[C:6]=1[C:21]1[CH:29]=[CH:28][C:24]([C:25](=[O:26])[NH:49][S:46]([CH2:45][CH2:44][Si:43]([CH3:51])([CH3:50])[CH3:42])(=[O:48])=[O:47])=[CH:23][C:22]=1[C:30]([N:32]1[CH2:41][CH2:40][C:39]2[C:34](=[CH:35][CH:36]=[CH:37][CH:38]=2)[CH2:33]1)=[O:31])[CH2:2][CH2:3][CH3:4], predict the reactants needed to synthesize it. The reactants are: [CH2:1]([C:5]1[N:9]([C:10]2[CH:15]=[CH:14][CH:13]=[CH:12][CH:11]=2)[N:8]=[C:7]([C:16]([O:18][CH2:19][CH3:20])=[O:17])[C:6]=1[C:21]1[CH:29]=[CH:28][C:24]([C:25](O)=[O:26])=[CH:23][C:22]=1[C:30]([N:32]1[CH2:41][CH2:40][C:39]2[C:34](=[CH:35][CH:36]=[CH:37][CH:38]=2)[CH2:33]1)=[O:31])[CH2:2][CH2:3][CH3:4].[CH3:42][Si:43]([CH3:51])([CH3:50])[CH2:44][CH2:45][S:46]([NH2:49])(=[O:48])=[O:47].